This data is from Forward reaction prediction with 1.9M reactions from USPTO patents (1976-2016). The task is: Predict the product of the given reaction. Given the reactants Br[C:2]1[CH:3]=[C:4]([CH2:10][NH:11][C:12](=[O:39])[CH2:13][CH2:14][C:15]([NH:17][CH2:18][C:19]2[C:20]([NH:32][CH:33]3[CH2:38][CH2:37][O:36][CH2:35][CH2:34]3)=[C:21]3[CH:29]=[N:28][N:27]([CH2:30][CH3:31])[C:22]3=[N:23][C:24]=2[CH2:25][CH3:26])=[O:16])[CH:5]=[CH:6][C:7]=1[O:8][CH3:9].[CH:40]([C:42]1[CH:43]=[C:44](B(O)O)[CH:45]=[CH:46][CH:47]=1)=[O:41].C(=O)([O-])[O-].[Na+].[Na+], predict the reaction product. The product is: [CH2:30]([N:27]1[C:22]2=[N:23][C:24]([CH2:25][CH3:26])=[C:19]([CH2:18][NH:17][C:15](=[O:16])[CH2:14][CH2:13][C:12]([NH:11][CH2:10][C:4]3[CH:3]=[C:2]([C:46]4[CH:45]=[CH:44][CH:43]=[C:42]([CH:40]=[O:41])[CH:47]=4)[C:7]([O:8][CH3:9])=[CH:6][CH:5]=3)=[O:39])[C:20]([NH:32][CH:33]3[CH2:38][CH2:37][O:36][CH2:35][CH2:34]3)=[C:21]2[CH:29]=[N:28]1)[CH3:31].